Dataset: Catalyst prediction with 721,799 reactions and 888 catalyst types from USPTO. Task: Predict which catalyst facilitates the given reaction. (1) Reactant: [C:1]12([C:11]3[CH:23]=[CH:22][C:14]([O:15][CH2:16][C:17]([O:19]CC)=[O:18])=[C:13]([CH3:24])[CH:12]=3)[CH2:10][CH:5]3[CH2:6][CH:7]([CH2:9][CH:3]([CH2:4]3)[CH2:2]1)[CH2:8]2.O.[OH-].[Li+].Cl. Product: [C:1]12([C:11]3[CH:23]=[CH:22][C:14]([O:15][CH2:16][C:17]([OH:19])=[O:18])=[C:13]([CH3:24])[CH:12]=3)[CH2:8][CH:7]3[CH2:9][CH:3]([CH2:4][CH:5]([CH2:6]3)[CH2:10]1)[CH2:2]2. The catalyst class is: 90. (2) Reactant: F[B-](F)(F)F.[Br:6][C:7]1[C:8]([CH3:15])=[C:9]([N+:13]#[N:14])[CH:10]=[CH:11][CH:12]=1.C([O-])(=O)C.[K+].C1OCCOCCOCCOCCOCCOC1. Product: [Br:6][C:7]1[CH:12]=[CH:11][CH:10]=[C:9]2[C:8]=1[CH:15]=[N:14][NH:13]2. The catalyst class is: 4.